This data is from Catalyst prediction with 721,799 reactions and 888 catalyst types from USPTO. The task is: Predict which catalyst facilitates the given reaction. (1) Reactant: [Na].[C:2]12([CH2:12][O:13][C:14]([C:16]([F:22])([F:21])[S:17]([OH:20])(=[O:19])=[O:18])=[O:15])[CH2:11][CH:6]3[CH2:7][CH:8]([CH2:10][CH:4]([CH2:5]3)[CH2:3]1)[CH2:9]2.[Cl-].[C:24]1([S+:30]([C:37]2[CH:42]=[CH:41][CH:40]=[CH:39][CH:38]=2)[C:31]2[CH:36]=[CH:35][CH:34]=[CH:33][CH:32]=2)[CH:29]=[CH:28][CH:27]=[CH:26][CH:25]=1. Product: [C:2]12([CH2:12][O:13][C:14]([C:16]([F:22])([F:21])[S:17]([O-:20])(=[O:18])=[O:19])=[O:15])[CH2:11][CH:6]3[CH2:5][CH:4]([CH2:10][CH:8]([CH2:7]3)[CH2:9]1)[CH2:3]2.[C:37]1([S+:30]([C:24]2[CH:25]=[CH:26][CH:27]=[CH:28][CH:29]=2)[C:31]2[CH:36]=[CH:35][CH:34]=[CH:33][CH:32]=2)[CH:38]=[CH:39][CH:40]=[CH:41][CH:42]=1. The catalyst class is: 72. (2) Reactant: Cl[C:2]1[N:7]=[C:6]([C:8]2[C:16]3[C:11](=[N:12][CH:13]=[CH:14][N:15]=3)[NH:10][N:9]=2)[CH:5]=[CH:4][CH:3]=1.[NH:17]1[CH2:22][CH2:21][NH:20][CH2:19][CH2:18]1. Product: [N:17]1([C:2]2[N:7]=[C:6]([C:8]3[C:16]4[C:11](=[N:12][CH:13]=[CH:14][N:15]=4)[NH:10][N:9]=3)[CH:5]=[CH:4][CH:3]=2)[CH2:22][CH2:21][NH:20][CH2:19][CH2:18]1. The catalyst class is: 296. (3) Reactant: [Cl:1][C:2]1[C:3]([N:10]2[CH2:15][CH2:14][CH:13]([O:16][C:17]3[CH:22]=[CH:21][C:20]([N:23]4[CH:27]([CH2:28][C:29]#[N:30])[CH:26]([CH2:31][CH3:32])[C:25]([C:33]([F:36])([F:35])[F:34])=[N:24]4)=[CH:19][CH:18]=3)[CH:12]([CH3:37])[CH2:11]2)=[CH:4][C:5]([O:8][CH3:9])=[N:6][CH:7]=1.C(C1C(CC#N)N(C2C=CC(O)=CC=2)N=C1C(F)(F)F)C.ClC1C(N2CC[C@H](O)[C@H](C)C2)=CC(OC)=NC=1.C1(P(C2C=CC=CC=2)C2C=CC=CC=2)C=CC=CC=1.N(/C(OC(C)(C)C)=O)=N\C(OC(C)(C)C)=O.C([O-])(O)=O.[Na+]. Product: [Cl:1][C:2]1[C:3]([N:10]2[CH2:15][CH2:14][CH:13]([O:16][C:17]3[CH:22]=[CH:21][C:20]([N:23]4[C@@H:27]([CH2:28][C:29]#[N:30])[C@H:26]([CH2:31][CH3:32])[C:25]([C:33]([F:36])([F:34])[F:35])=[N:24]4)=[CH:19][CH:18]=3)[CH:12]([CH3:37])[CH2:11]2)=[CH:4][C:5]([O:8][CH3:9])=[N:6][CH:7]=1. The catalyst class is: 1. (4) Reactant: [CH3:1][O-:2].[Na+].Cl[C:5]1[N:10]([C:11]2[CH:16]=[CH:15][C:14]([Cl:17])=[C:13]([CH:18]=[C:19]([C:21]([O:23][CH2:24]C)=[O:22])[Cl:20])[CH:12]=2)[C:9](=[O:26])[CH:8]=[C:7]([C:27]([F:30])([F:29])[F:28])[N:6]=1. Product: [Cl:17][C:14]1[CH:15]=[CH:16][C:11]([N:10]2[C:9](=[O:26])[CH:8]=[C:7]([C:27]([F:28])([F:29])[F:30])[N:6]=[C:5]2[O:2][CH3:1])=[CH:12][C:13]=1[CH:18]=[C:19]([Cl:20])[C:21]([O:23][CH3:24])=[O:22]. The catalyst class is: 5. (5) Reactant: [C:1]([CH:4]([CH:6]([C:8]([O-:10])=[O:9])O)O)([O-])=O.[Cr](O[Cr]([O-])(=O)=O)([O-])(=O)=O.[NH+:20]1[CH:25]=[CH:24][CH:23]=[CH:22][CH:21]=1.[NH+]1C=[CH:30][CH:29]=[CH:28][CH:27]=1.[N+](=[CH2:34])=[N-].[ClH:35]. Product: [CH3:34][O:10][C:8]([C@H:6]([C:4]1[CH:30]=[CH:29][CH:28]=[CH:27][CH:1]=1)[C@@H:25]1[NH:20][CH2:21][CH2:22][CH2:23][CH2:24]1)=[O:9].[ClH:35]. The catalyst class is: 9. (6) Reactant: [C:1]([O:5][C:6]([N:8]1[CH2:13][CH2:12][NH:11][CH2:10][CH2:9]1)=[O:7])([CH3:4])([CH3:3])[CH3:2].C(=O)([O-])[O-].[K+].[K+].Cl[CH2:21][CH:22]1[CH2:24][CH2:23]1. Product: [C:1]([O:5][C:6]([N:8]1[CH2:13][CH2:12][N:11]([CH2:21][CH:22]2[CH2:24][CH2:23]2)[CH2:10][CH2:9]1)=[O:7])([CH3:4])([CH3:2])[CH3:3]. The catalyst class is: 4.